Dataset: Forward reaction prediction with 1.9M reactions from USPTO patents (1976-2016). Task: Predict the product of the given reaction. (1) Given the reactants [CH3:1][C:2]1([CH3:20])[CH2:7][CH2:6][CH2:5][N:4]([C:8]2[CH:13]=[CH:12][N:11]=[C:10]([NH:14][C:15]([NH:17][CH2:18][CH3:19])=[O:16])[CH:9]=2)[CH2:3]1.[Br:21]NC(=O)CCC(N)=O, predict the reaction product. The product is: [Br:21][C:13]1[C:8]([N:4]2[CH2:5][CH2:6][CH2:7][C:2]([CH3:20])([CH3:1])[CH2:3]2)=[CH:9][C:10]([NH:14][C:15]([NH:17][CH2:18][CH3:19])=[O:16])=[N:11][CH:12]=1. (2) Given the reactants [Cl-].[Al+3].[Cl-].[Cl-].[CH2:5]([C:12]1[CH:17]=[CH:16][CH:15]=[CH:14][C:13]=1[N:18]=[C:19]=[O:20])[C:6]1[CH:11]=[CH:10][CH:9]=[CH:8][CH:7]=1, predict the reaction product. The product is: [CH:17]1[C:12]2[CH2:5][C:6]3[CH:7]=[CH:8][CH:9]=[CH:10][C:11]=3[C:19](=[O:20])[NH:18][C:13]=2[CH:14]=[CH:15][CH:16]=1. (3) Given the reactants [F:1][C:2]1[CH:3]=[C:4]([OH:9])[CH:5]=[CH:6][C:7]=1[F:8].Cl[C:11]1[CH:12]=[CH:13][C:14]([N+:26]([O-:28])=[O:27])=[C:15]([CH2:17][NH:18][C:19](=[O:25])[O:20][C:21]([CH3:24])([CH3:23])[CH3:22])[CH:16]=1.[H-].[Na+], predict the reaction product. The product is: [F:1][C:2]1[CH:3]=[C:4]([CH:5]=[CH:6][C:7]=1[F:8])[O:9][C:11]1[CH:12]=[CH:13][C:14]([N+:26]([O-:28])=[O:27])=[C:15]([CH2:17][NH:18][C:19](=[O:25])[O:20][C:21]([CH3:24])([CH3:22])[CH3:23])[CH:16]=1. (4) Given the reactants [CH2:1]([O:3][C:4]([C:6]1[N:14]2[C:9]([C:10](=O)[NH:11][CH:12]=[N:13]2)=[CH:8][CH:7]=1)=[O:5])[CH3:2].P(Cl)(Cl)([Cl:18])=O, predict the reaction product. The product is: [CH2:1]([O:3][C:4]([C:6]1[N:14]2[C:9]([C:10]([Cl:18])=[N:11][CH:12]=[N:13]2)=[CH:8][CH:7]=1)=[O:5])[CH3:2].